This data is from Forward reaction prediction with 1.9M reactions from USPTO patents (1976-2016). The task is: Predict the product of the given reaction. (1) Given the reactants [CH2:1]([O:3][C:4](=[O:12])[C:5]1[CH:10]=[CH:9][C:8]([NH2:11])=[CH:7][CH:6]=1)[CH3:2].[CH3:13][S:14]([C:17]1[CH:18]=[C:19]([CH:22]=[CH:23][CH:24]=1)[CH:20]=O)(=[O:16])=[O:15].O.[O-]S(C(F)(F)F)(=O)=O.[Yb+3].[O-]S(C(F)(F)F)(=O)=O.[O-]S(C(F)(F)F)(=O)=O.[CH2:51]=[C:52]([CH3:54])[CH3:53], predict the reaction product. The product is: [CH2:1]([O:3][C:4]([C:5]1[CH:10]=[C:9]2[C:8](=[CH:7][CH:6]=1)[NH:11][CH:20]([C:19]1[CH:22]=[CH:23][CH:24]=[C:17]([S:14]([CH3:13])(=[O:16])=[O:15])[CH:18]=1)[CH2:51][C:52]2([CH3:54])[CH3:53])=[O:12])[CH3:2]. (2) Given the reactants C(Cl)(=O)O[CH:3](Cl)[CH3:4].C([N:15]1[CH2:20][CH2:19][CH:18]([NH:21][C:22](=[O:40])[CH:23]([CH3:39])[CH2:24][S:25]([C:28]2[CH:37]=[CH:36][C:35]3[C:30](=[CH:31][CH:32]=[C:33]([Cl:38])[CH:34]=3)[CH:29]=2)(=[O:27])=[O:26])[CH2:17][CH2:16]1)C1C=CC=CC=1.CO, predict the reaction product. The product is: [Cl:38][C:33]1[CH:34]=[C:35]2[C:30](=[CH:31][CH:32]=1)[CH:29]=[C:28]([S:25]([CH2:24][CH:23]([CH3:39])[C:22]([NH:21][CH:18]1[CH2:19][CH2:20][N:15]([C:18]3[CH:17]=[CH:16][N:15]=[C:3]([CH3:4])[CH:19]=3)[CH2:16][CH2:17]1)=[O:40])(=[O:26])=[O:27])[CH:37]=[CH:36]2.